This data is from Forward reaction prediction with 1.9M reactions from USPTO patents (1976-2016). The task is: Predict the product of the given reaction. (1) The product is: [CH:1]1([C:4]2[O:8][N:7]=[C:6]([C:9]3[CH:14]=[CH:13][CH:12]=[CH:11][C:10]=3[CH3:15])[C:5]=2[C:16]([O:21][CH3:20])=[O:24])[CH2:3][CH2:2]1. Given the reactants [CH:1]1([C:4]2[O:8][N:7]=[C:6]([C:9]3[CH:14]=[CH:13][CH:12]=[CH:11][C:10]=3[CH3:15])[C:5]=2/[C:16](/Cl)=N/O)[CH2:3][CH2:2]1.[CH3:20][O-:21].[Na+].C[OH:24], predict the reaction product. (2) Given the reactants [NH+:1]1[CH:6]=[CH:5][CH:4]=[CH:3][CH:2]=1.[F:7][P-:8]([F:13])([F:12])([F:11])([F:10])[F:9].[Na+], predict the reaction product. The product is: [F:7][P-:8]([F:13])([F:12])([F:11])([F:10])[F:9].[NH+:1]1[CH:6]=[CH:5][CH:4]=[CH:3][CH:2]=1.